From a dataset of Retrosynthesis with 50K atom-mapped reactions and 10 reaction types from USPTO. Predict the reactants needed to synthesize the given product. (1) Given the product CC1(C)C[C@H](N=[N+]=[N-])[C@H](NC(=O)OCC[Si](C)(C)C)CO1, predict the reactants needed to synthesize it. The reactants are: CC1(C)C[C@@H](OS(C)(=O)=O)[C@H](NC(=O)OCC[Si](C)(C)C)CO1.[N-]=[N+]=[N-]. (2) Given the product NC(=O)c1onc(-c2ccc(Br)cc2)c1N, predict the reactants needed to synthesize it. The reactants are: NC(=O)c1onc(-c2ccc(Br)cc2)c1[N+](=O)[O-]. (3) Given the product COC(=O)[C@@H]1CCCCN1Cc1ccccc1, predict the reactants needed to synthesize it. The reactants are: COC(=O)[C@@H]1CCCCN1.O=Cc1ccccc1. (4) The reactants are: CS(=O)(=O)Cl.[N-]=[N+]=NCCOCCO. Given the product CS(=O)(=O)OCCOCCN=[N+]=[N-], predict the reactants needed to synthesize it. (5) Given the product CC(C)(CNC(=O)c1cccc(-c2noc(C(F)(F)F)n2)c1)c1cnc(-c2ccc(F)cc2)o1, predict the reactants needed to synthesize it. The reactants are: CC(C)(CN)c1cnc(-c2ccc(F)cc2)o1.O=C(O)c1cccc(-c2noc(C(F)(F)F)n2)c1.